From a dataset of Catalyst prediction with 721,799 reactions and 888 catalyst types from USPTO. Predict which catalyst facilitates the given reaction. (1) Reactant: [C:1]([CH2:3][N:4]1[CH2:9][CH2:8][N:7]([C:10]([O:12][C:13]([CH3:16])([CH3:15])[CH3:14])=[O:11])[CH2:6][CH2:5]1)#[N:2].C[Si]([N-][Si](C)(C)C)(C)C.[Li+].[P:27](OCl)([O:32][CH2:33][CH3:34])([O:29][CH2:30][CH3:31])=[O:28]. Product: [C:1]([CH:3]([P:27]([O:32][CH2:33][CH3:34])([O:29][CH2:30][CH3:31])=[O:28])[N:4]1[CH2:9][CH2:8][N:7]([C:10]([O:12][C:13]([CH3:16])([CH3:15])[CH3:14])=[O:11])[CH2:6][CH2:5]1)#[N:2]. The catalyst class is: 1. (2) Reactant: [Br:1][C:2]1[CH:7]=[CH:6][C:5]([N+:8]([O-:10])=[O:9])=[CH:4][C:3]=1[OH:11].[OH-].[Li+].[CH3:14]OS(OC)(=O)=O. Product: [Br:1][C:2]1[CH:7]=[CH:6][C:5]([N+:8]([O-:10])=[O:9])=[CH:4][C:3]=1[O:11][CH3:14]. The catalyst class is: 1.